Task: Predict the reactants needed to synthesize the given product.. Dataset: Full USPTO retrosynthesis dataset with 1.9M reactions from patents (1976-2016) (1) Given the product [Cl:30][C:23]1[CH:22]=[C:21]([C:18]2[CH:19]=[CH:20][N:16]([CH2:15][C@@H:14]([NH:13][C:9]([C:7]3[N:8]=[C:4]([CH:1]4[CH2:2][CH2:3]4)[N:5]([CH3:12])[CH:6]=3)=[O:11])[CH3:31])[N:17]=2)[CH:28]=[C:27]([F:29])[C:24]=1[C:25]#[N:26], predict the reactants needed to synthesize it. The reactants are: [CH:1]1([C:4]2[N:5]([CH3:12])[CH:6]=[C:7]([C:9]([OH:11])=O)[N:8]=2)[CH2:3][CH2:2]1.[NH2:13][C@@H:14]([CH3:31])[CH2:15][N:16]1[CH:20]=[CH:19][C:18]([C:21]2[CH:28]=[C:27]([F:29])[C:24]([C:25]#[N:26])=[C:23]([Cl:30])[CH:22]=2)=[N:17]1. (2) The reactants are: N[C:2]1[N:3]=[C:4]([C:19]2[CH:24]=[CH:23][CH:22]=[CH:21][C:20]=2[CH3:25])[C:5]2[CH2:11][N:10]([C:12]([O:14][C:15]([CH3:18])([CH3:17])[CH3:16])=[O:13])[CH2:9][CH2:8][C:6]=2[N:7]=1.[Sb](Br)(Br)[Br:27].N(OC(C)(C)C)=O. Given the product [Br:27][C:2]1[N:3]=[C:4]([C:19]2[CH:24]=[CH:23][CH:22]=[CH:21][C:20]=2[CH3:25])[C:5]2[CH2:11][N:10]([C:12]([O:14][C:15]([CH3:18])([CH3:17])[CH3:16])=[O:13])[CH2:9][CH2:8][C:6]=2[N:7]=1, predict the reactants needed to synthesize it. (3) The reactants are: [CH:1](I)([CH3:3])[CH3:2].[Br:5][C:6]1[CH:7]=[C:8]([CH:11]=[CH:12][C:13]=1[OH:14])[CH:9]=[O:10].C(=O)([O-])[O-].[K+].[K+]. Given the product [Br:5][C:6]1[CH:7]=[C:8]([CH:11]=[CH:12][C:13]=1[O:14][CH:1]([CH3:3])[CH3:2])[CH:9]=[O:10], predict the reactants needed to synthesize it. (4) Given the product [C:26]([C:23]1[C:22]([N:28]2[CH:32]=[CH:31][N:30]=[N:29]2)=[C:21]([NH:20][C:17](=[O:19])[CH2:16][N:3]2[C:4]3[C:9](=[CH:8][C:7]([C:12]([F:15])([F:14])[F:13])=[CH:6][CH:5]=3)[CH:10]=[CH:11][C:2]2=[O:1])[S:25][CH:24]=1)#[N:27], predict the reactants needed to synthesize it. The reactants are: [O:1]=[C:2]1[CH:11]=[CH:10][C:9]2[C:4](=[CH:5][CH:6]=[C:7]([C:12]([F:15])([F:14])[F:13])[CH:8]=2)[N:3]1[CH2:16][C:17]([OH:19])=O.[NH2:20][C:21]1[S:25][CH:24]=[C:23]([C:26]#[N:27])[C:22]=1[N:28]1[CH:32]=[CH:31][N:30]=[N:29]1. (5) Given the product [CH2:1]([O:3][C:4]([C:6]1[N:7]([NH:12][C:25](=[O:26])[C:24]2[CH:28]=[CH:29][C:21]([Br:20])=[CH:22][CH:23]=2)[CH:8]=[C:9]([F:11])[CH:10]=1)=[O:5])[CH3:2], predict the reactants needed to synthesize it. The reactants are: [CH2:1]([O:3][C:4]([C:6]1[N:7]([NH2:12])[CH:8]=[C:9]([F:11])[CH:10]=1)=[O:5])[CH3:2].C(N(CC)CC)C.[Br:20][C:21]1[CH:29]=[CH:28][C:24]([C:25](Cl)=[O:26])=[CH:23][CH:22]=1. (6) Given the product [CH:11]1[CH:12]=[CH:13][C:14]2[N:15]([C:16]([NH2:18])=[O:17])[C:4]3[CH:3]=[CH:2][CH:1]=[CH:6][C:5]=3[CH:7]=[CH:8][C:9]=2[CH:10]=1.[C:21]12([C:35]([OH:37])=[O:36])[CH2:20][C:19]3([C:38]([OH:40])=[O:39])[CH2:26][C:25]([C:28]([OH:30])=[O:29])([CH2:24][C:23]([C:32]([OH:34])=[O:33])([CH2:31]3)[CH2:22]1)[CH2:27]2, predict the reactants needed to synthesize it. The reactants are: [CH:1]1[CH:2]=[CH:3][C:4]2[N:15]([C:16]([NH2:18])=[O:17])[C:14]3[CH:13]=[CH:12][CH:11]=[CH:10][C:9]=3[CH:8]=[CH:7][C:5]=2[CH:6]=1.[C:19]12([C:38]([OH:40])=[O:39])[CH2:31][C:23]3([C:32]([OH:34])=[O:33])[CH2:24][C:25]([C:28]([OH:30])=[O:29])([CH2:27][C:21]([C:35]([OH:37])=[O:36])([CH2:22]3)[CH2:20]1)[CH2:26]2.C(O)C. (7) Given the product [Cl:1][C:2]1[CH:7]=[CH:6][C:5]([O:8][C:9]([N:11]2[C:20]3[C:15](=[CH:16][C:17]([O:21][CH2:31][CH:30]=[CH:29][CH2:28][Br:27])=[CH:18][CH:19]=3)[CH2:14][CH2:13][CH2:12]2)=[O:10])=[CH:4][CH:3]=1, predict the reactants needed to synthesize it. The reactants are: [Cl:1][C:2]1[CH:7]=[CH:6][C:5]([O:8][C:9]([N:11]2[C:20]3[C:15](=[CH:16][C:17]([OH:21])=[CH:18][CH:19]=3)[CH2:14][CH2:13][CH2:12]2)=[O:10])=[CH:4][CH:3]=1.CN(C=O)C.[Br:27][CH:28]=[CH:29][CH2:30][CH2:31]Br.Cl. (8) Given the product [Cl:1][C:2]1[CH:18]=[CH:17][C:16]([Cl:19])=[CH:15][C:3]=1[O:4][CH2:5][C:6]1[CH:11]=[CH:10][N:9]=[C:8]([C:12]([NH:32][C:30]2[CH:29]=[N:28][N:27]([CH2:26][C:25]3[CH:33]=[CH:34][C:22]([F:21])=[CH:23][CH:24]=3)[CH:31]=2)=[O:14])[CH:7]=1, predict the reactants needed to synthesize it. The reactants are: [Cl:1][C:2]1[CH:18]=[CH:17][C:16]([Cl:19])=[CH:15][C:3]=1[O:4][CH2:5][C:6]1[CH:11]=[CH:10][N:9]=[C:8]([C:12]([OH:14])=O)[CH:7]=1.Cl.[F:21][C:22]1[CH:34]=[CH:33][C:25]([CH2:26][N:27]2[CH:31]=[C:30]([NH2:32])[CH:29]=[N:28]2)=[CH:24][CH:23]=1. (9) Given the product [I:30][CH2:10][C:7]1[CH:8]=[CH:9][C:4]([CH2:1][CH2:2][CH3:3])=[CH:5][CH:6]=1, predict the reactants needed to synthesize it. The reactants are: [CH2:1]([C:4]1[CH:9]=[CH:8][C:7]([CH2:10]O)=[CH:6][CH:5]=1)[CH2:2][CH3:3].CS(Cl)(=O)=O.C(N(CC)CC)C.S([O-])([O-])(=O)=O.[Mg+2].[I-:30].[Na+]. (10) Given the product [Cl:1][C:2]1[CH:7]=[CH:6][C:5]([CH2:8][CH2:9][NH2:10])=[C:4]([CH3:13])[CH:3]=1, predict the reactants needed to synthesize it. The reactants are: [Cl:1][C:2]1[CH:7]=[CH:6][C:5]([CH:8]=[CH:9][N+:10]([O-])=O)=[C:4]([CH3:13])[CH:3]=1.[H-].[Al+3].[Li+].[H-].[H-].[H-].